Predict the reaction yield, written as a fraction of the theoretical maximum amount of product (1.0 means a 100% yield; for example, 0.34 means a 34% yield). From a dataset of Reaction yield outcomes from USPTO patents with 853,638 reactions. (1) The reactants are [C:1]1([CH:7]=O)[CH2:6][CH2:5][CH2:4][CH2:3][CH:2]=1.C(O)(=O)C.C(O[BH-](OC(=O)C)OC(=O)C)(=O)C.[Na+].[Cl:27][C:28]1[CH:33]=[CH:32][CH:31]=[C:30]([C:34]([F:37])([F:36])[F:35])[C:29]=1[CH2:38][N:39]1[CH2:43][C@@H:42]([CH3:44])[C@@:41]([CH2:54][C:55]([OH:57])=[O:56])([C:45](=[O:53])[NH:46][CH:47]2[CH2:52][CH2:51][NH:50][CH2:49][CH2:48]2)[CH2:40]1. The catalyst is O1CCCC1.CO.O. The product is [Cl:27][C:28]1[CH:33]=[CH:32][CH:31]=[C:30]([C:34]([F:35])([F:37])[F:36])[C:29]=1[CH2:38][N:39]1[CH2:43][C@@H:42]([CH3:44])[C@@:41]([CH2:54][C:55]([OH:57])=[O:56])([C:45](=[O:53])[NH:46][CH:47]2[CH2:48][CH2:49][N:50]([CH2:7][C:1]3[CH2:6][CH2:5][CH2:4][CH2:3][CH:2]=3)[CH2:51][CH2:52]2)[CH2:40]1. The yield is 0.434. (2) The reactants are [CH2:1]([S:3]([C:6]1[CH:11]=[CH:10][C:9]([C:12]2[C:17]([O:18][CH3:19])=[CH:16][CH:15]=[C:14](B3OC(C)(C)C(C)(C)O3)[CH:13]=2)=[C:8]([F:29])[CH:7]=1)(=[O:5])=[O:4])[CH3:2].Cl[C:31]1[C:32]2[N:39]=[CH:38][N:37]([CH2:40][CH3:41])[C:33]=2[N:34]=[N:35][CH:36]=1.C(=O)([O-])[O-].[Na+].[Na+]. The catalyst is O1CCOCC1.O.[Pd].C1(P(C2C=CC=CC=2)C2C=CC=CC=2)C=CC=CC=1.C1(P(C2C=CC=CC=2)C2C=CC=CC=2)C=CC=CC=1.C1(P(C2C=CC=CC=2)C2C=CC=CC=2)C=CC=CC=1.C1(P(C2C=CC=CC=2)C2C=CC=CC=2)C=CC=CC=1. The product is [CH2:40]([N:37]1[C:33]2[N:34]=[N:35][CH:36]=[C:31]([C:14]3[CH:13]=[C:12]([C:9]4[CH:10]=[CH:11][C:6]([S:3]([CH2:1][CH3:2])(=[O:5])=[O:4])=[CH:7][C:8]=4[F:29])[C:17]([O:18][CH3:19])=[CH:16][CH:15]=3)[C:32]=2[N:39]=[CH:38]1)[CH3:41]. The yield is 0.260.